This data is from Full USPTO retrosynthesis dataset with 1.9M reactions from patents (1976-2016). The task is: Predict the reactants needed to synthesize the given product. (1) Given the product [CH:1]([O:4][C:5]1[C:6]([N:14]2[CH2:19][CH2:18][N:17]([CH3:20])[CH2:16][CH2:15]2)=[CH:7][CH:8]=[CH:9][C:10]=1[NH2:11])([CH3:3])[CH3:2], predict the reactants needed to synthesize it. The reactants are: [CH:1]([O:4][C:5]1[C:10]([N+:11]([O-])=O)=[CH:9][CH:8]=[CH:7][C:6]=1[N:14]1[CH2:19][CH2:18][N:17]([CH3:20])[CH2:16][CH2:15]1)([CH3:3])[CH3:2]. (2) Given the product [C:6]([C:10]1[CH:18]=[CH:17][C:13]([C:14]([OH:16])=[O:15])=[CH:12][C:11]=1[CH2:1][CH3:2])([CH3:9])([CH3:8])[CH3:7], predict the reactants needed to synthesize it. The reactants are: [CH2:1]([Li])[CH2:2]CC.[C:6]([C:10]1[CH:18]=[CH:17][C:13]([C:14]([OH:16])=[O:15])=[CH:12][C:11]=1Br)([CH3:9])([CH3:8])[CH3:7].C(I)C. (3) Given the product [CH2:19]([O:21][C:22](=[N:18][NH:17][C:15](=[O:16])[CH2:14][CH2:13][C:11]1[O:10][N:9]=[C:8]([C:4]2[CH:5]=[CH:6][CH:7]=[C:2]([Cl:1])[CH:3]=2)[N:12]=1)[C:24]1[S:25][CH:26]=[CH:27][CH:28]=1)[CH3:20], predict the reactants needed to synthesize it. The reactants are: [Cl:1][C:2]1[CH:3]=[C:4]([C:8]2[N:12]=[C:11]([CH2:13][CH2:14][C:15]([NH:17][NH2:18])=[O:16])[O:10][N:9]=2)[CH:5]=[CH:6][CH:7]=1.[CH2:19]([O:21][C:22]([C:24]1[S:25][CH:26]=[CH:27][CH:28]=1)=N)[CH3:20]. (4) Given the product [F:1][C:2]1[CH:3]=[C:4]([NH:5][C:46]([C:41]2[C:42]([O:44][CH3:45])=[CH:43][N:39]([C:36]3[CH:37]=[CH:38][C:33]([F:32])=[CH:34][CH:35]=3)[N:40]=2)=[O:47])[CH:6]=[CH:7][C:8]=1[O:9][C:10]1[C:19]2[C:14](=[CH:15][C:16]([O:22][CH2:23][CH2:24][CH2:25][N:26]3[CH2:31][CH2:30][O:29][CH2:28][CH2:27]3)=[C:17]([O:20][CH3:21])[CH:18]=2)[N:13]=[CH:12][CH:11]=1, predict the reactants needed to synthesize it. The reactants are: [F:1][C:2]1[CH:3]=[C:4]([CH:6]=[CH:7][C:8]=1[O:9][C:10]1[C:19]2[C:14](=[CH:15][C:16]([O:22][CH2:23][CH2:24][CH2:25][N:26]3[CH2:31][CH2:30][O:29][CH2:28][CH2:27]3)=[C:17]([O:20][CH3:21])[CH:18]=2)[N:13]=[CH:12][CH:11]=1)[NH2:5].[F:32][C:33]1[CH:38]=[CH:37][C:36]([N:39]2[CH:43]=[C:42]([O:44][CH3:45])[C:41]([C:46](Cl)=[O:47])=[N:40]2)=[CH:35][CH:34]=1. (5) Given the product [C:14]12([CH2:24][C:25]([NH:1][N:2]3[C:11](=[O:12])[C:10]4[C:5](=[CH:6][CH:7]=[C:8]([Cl:13])[CH:9]=4)[N:4]=[CH:3]3)=[O:26])[CH2:21][CH:20]3[CH2:19][CH:18]([CH2:17][CH:16]([CH2:22]3)[CH2:15]1)[CH2:23]2, predict the reactants needed to synthesize it. The reactants are: [NH2:1][N:2]1[C:11](=[O:12])[C:10]2[C:5](=[CH:6][CH:7]=[C:8]([Cl:13])[CH:9]=2)[N:4]=[CH:3]1.[C:14]12([CH2:24][C:25](Cl)=[O:26])[CH2:23][CH:18]3[CH2:19][CH:20]([CH2:22][CH:16]([CH2:17]3)[CH2:15]1)[CH2:21]2. (6) Given the product [Cl:33][C:19]1[C:20]([NH:22][C:23]2[CH:32]=[CH:31][CH:30]=[CH:29][C:24]=2[C:25]([NH:27][CH3:28])=[O:26])=[N:21][C:16]([NH:14][C:6]2[C:7]3[CH2:8][CH2:9][CH2:10][CH2:11][C:12]=3[CH:13]=[C:4]([N+:1]([O-:3])=[O:2])[CH:5]=2)=[N:17][CH:18]=1, predict the reactants needed to synthesize it. The reactants are: [N+:1]([C:4]1[CH:5]=[C:6]([NH2:14])[C:7]2[CH2:8][CH2:9][CH2:10][CH2:11][C:12]=2[CH:13]=1)([O-:3])=[O:2].Cl[C:16]1[N:21]=[C:20]([NH:22][C:23]2[CH:32]=[CH:31][CH:30]=[CH:29][C:24]=2[C:25]([NH:27][CH3:28])=[O:26])[C:19]([Cl:33])=[CH:18][N:17]=1.CC1C=CC(S(O)(=O)=O)=CC=1. (7) Given the product [C:1](=[O:21])([O:11][C:12]1[CH:13]=[CH:14][C:15]([N+:18]([O-:20])=[O:19])=[CH:16][CH:17]=1)[O:2][CH2:3][C:4]([N:52]1[CH:51]=[C:50]([C:45]2[CH:46]=[CH:47][CH:48]=[C:49]3[C:44]=2[CH2:43][CH2:42][CH2:41][N:40]3[C:38](=[O:39])[CH2:37][CH2:36][CH2:35][O:34][C:33]2[CH:60]=[CH:61][CH:62]=[C:63]([CH3:64])[C:32]=2[CH3:31])[CH:54]=[N:53]1)([CH3:5])[CH3:9], predict the reactants needed to synthesize it. The reactants are: [C:1](=[O:21])([O:11][C:12]1[CH:17]=[CH:16][C:15]([N+:18]([O-:20])=[O:19])=[CH:14][CH:13]=1)[O:2][CH2:3][C:4]1[CH:9]=CC=C(Br)[CH:5]=1.BrC1C=C(CO)C=CC=1.[CH3:31][C:32]1[C:63]([CH3:64])=[CH:62][CH:61]=[CH:60][C:33]=1[O:34][CH2:35][CH2:36][CH2:37][C:38]([N:40]1[C:49]2[C:44](=[C:45]([C:50]3[CH:51]=[N:52][N:53](C(C)(C)CO)[CH:54]=3)[CH:46]=[CH:47][CH:48]=2)[CH2:43][CH2:42][CH2:41]1)=[O:39]. (8) The reactants are: C1C=C[NH+]=CC=1.[O-][Cr](Cl)(=O)=O.C([O-])(=O)C.[Na+].CC1C=C(C(C)(C)C)C(O)=C(C(C)(C)C)C=1.[CH3:33][CH:34]([O:41][CH2:42][CH2:43][CH2:44][CH2:45][OH:46])[CH2:35][CH2:36][CH2:37][CH:38]([CH3:40])[CH3:39]. Given the product [CH3:33][CH:34]([O:41][CH2:42][CH2:43][CH2:44][CH:45]=[O:46])[CH2:35][CH2:36][CH2:37][CH:38]([CH3:39])[CH3:40], predict the reactants needed to synthesize it. (9) The reactants are: [CH3:1][C:2]1[CH:3]=[C:4]([C:10]2[C:11]([O:21][C:22]3[CH:27]=[CH:26][C:25]([O:28][CH2:29][CH2:30][N:31]4[CH2:36][CH2:35][CH2:34][CH2:33][CH2:32]4)=[CH:24][CH:23]=3)=[C:12]3[C:17](=[CH:18][CH:19]=2)[CH:16]=[C:15]([OH:20])[CH:14]=[CH:13]3)[CH:5]=[CH:6][C:7]=1[S:8][CH3:9].B(O[O-])=[O:38].[Na+].[ClH:42].C(OCC)C.[OH2:48]. Given the product [ClH:42].[CH3:9][S:8]([C:7]1[CH:6]=[CH:5][C:4]([C:10]2[C:11]([O:21][C:22]3[CH:27]=[CH:26][C:25]([O:28][CH2:29][CH2:30][N:31]4[CH2:36][CH2:35][CH2:34][CH2:33][CH2:32]4)=[CH:24][CH:23]=3)=[C:12]3[C:17](=[CH:18][CH:19]=2)[CH:16]=[C:15]([OH:20])[CH:14]=[CH:13]3)=[CH:3][C:2]=1[CH3:1])(=[O:38])=[O:48], predict the reactants needed to synthesize it. (10) The reactants are: Cl[C:2]1C=C(C(OO)=O)C=CC=1.CS[C:14]1[CH:15]=[N:16][CH:17]=[C:18]([C:20]#[C:21][C:22]2[CH:27]=[CH:26][CH:25]=[CH:24][CH:23]=2)[CH:19]=1.[S:28]([O-:31])([O-:30])=S.[Na+].[Na+]. Given the product [CH3:2][S:28]([C:14]1[CH:15]=[N:16][CH:17]=[C:18]([C:20]#[C:21][C:22]2[CH:27]=[CH:26][CH:25]=[CH:24][CH:23]=2)[CH:19]=1)(=[O:31])=[O:30], predict the reactants needed to synthesize it.